Predict which catalyst facilitates the given reaction. From a dataset of Catalyst prediction with 721,799 reactions and 888 catalyst types from USPTO. (1) Reactant: C1(=O)[C:9]2[C:4](=CC=[CH:7][CH:8]=2)[C:3](=O)[NH:2]1.ClC1C(C=O)=CC2C(=C(Cl)C=CC=2)N=1.[Cl:26][C:27]1[C:36]([CH2:37][N:38]2[C:46](=[O:47])[C:45]3[C:40](=[CH:41][CH:42]=[CH:43][CH:44]=3)[C:39]2=[O:48])=[CH:35][C:34]2[C:29](=[C:30]([Cl:49])[CH:31]=[CH:32][CH:33]=2)[N:28]=1.[Br-]. Product: [Cl:26][C:27]1[C:36]([CH2:37][N:38]2[C:46](=[O:47])[C:45]3[C:40](=[CH:41][CH:42]=[CH:43][CH:44]=3)[C:39]2=[O:48])=[CH:35][C:34]2[C:29](=[C:30]([Cl:49])[CH:31]=[CH:32][CH:33]=2)[N:28]=1.[Cl:49][C:30]1[CH:31]=[CH:32][CH:33]=[C:34]2[C:29]=1[N:28]=[C:27]([C:7]1[CH:8]=[CH:9][CH:4]=[CH:3][N:2]=1)[C:36]([CH2:37][NH2:38])=[CH:35]2. The catalyst class is: 755. (2) Reactant: Br[C:2]1[CH:7]=[C:6]([Br:8])[N:5]=[C:4]([C:9]2[CH:14]=[CH:13][C:12]([F:15])=[CH:11][C:10]=2[Cl:16])[C:3]=1[CH2:17][CH2:18][C:19]([NH:21][C:22]1[C:27]([Cl:28])=[CH:26][CH:25]=[CH:24][C:23]=1[Cl:29])=[O:20].C([O-])([O-])=O.[K+].[K+]. Product: [Br:8][C:6]1[CH:7]=[C:2]2[C:3]([CH2:17][CH2:18][C:19](=[O:20])[N:21]2[C:22]2[C:27]([Cl:28])=[CH:26][CH:25]=[CH:24][C:23]=2[Cl:29])=[C:4]([C:9]2[CH:14]=[CH:13][C:12]([F:15])=[CH:11][C:10]=2[Cl:16])[N:5]=1. The catalyst class is: 122. (3) Reactant: [N:1]1([C:6]2[CH:11]=[CH:10][C:9]([C:12]([F:15])([F:14])[F:13])=[CH:8][C:7]=2[CH2:16][N:17]2[CH2:22][CH2:21][N:20](C(OC(C)(C)C)=O)[CH2:19][CH2:18]2)[CH2:5][CH2:4][CH2:3][CH2:2]1.FC(F)(F)C(O)=O. Product: [N:1]1([C:6]2[CH:11]=[CH:10][C:9]([C:12]([F:13])([F:14])[F:15])=[CH:8][C:7]=2[CH2:16][N:17]2[CH2:18][CH2:19][NH:20][CH2:21][CH2:22]2)[CH2:2][CH2:3][CH2:4][CH2:5]1. The catalyst class is: 4. (4) Reactant: Cl[C:2]1[N:3]=[C:4]([N:13]2[CH2:18][CH2:17][N:16]([C:19](=[O:27])[CH2:20][C:21]3[CH:26]=[CH:25][CH:24]=[CH:23][CH:22]=3)[CH2:15][CH2:14]2)[C:5]2[CH:10]=[C:9]([CH2:11][CH3:12])[S:8][C:6]=2[N:7]=1.[SH:28][CH:29]([CH3:33])[C:30](=[O:32])[CH3:31]. Product: [CH2:11]([C:9]1[S:8][C:6]2[N:7]=[C:2]([S:28][CH:29]([CH3:33])[C:30](=[O:32])[CH3:31])[N:3]=[C:4]([N:13]3[CH2:18][CH2:17][N:16]([C:19](=[O:27])[CH2:20][C:21]4[CH:26]=[CH:25][CH:24]=[CH:23][CH:22]=4)[CH2:15][CH2:14]3)[C:5]=2[CH:10]=1)[CH3:12]. The catalyst class is: 3. (5) Product: [CH2:36]([N:38]([CH2:65][C:66]1[CH:71]=[CH:70][CH:69]=[CH:68][N:67]=1)[C:39](=[O:64])[CH2:40][N:41]([S:49]([C:52]1[CH:61]=[C:60]2[C:55]([CH2:56][CH2:57][NH:58][CH2:59]2)=[CH:54][CH:53]=1)(=[O:51])=[O:50])[C:42]1[CH:47]=[CH:46][C:45]([CH3:48])=[CH:44][CH:43]=1)[CH3:37]. Reactant: C1C2C(=CC=C(S(N(CC(O)=O)C3C=CC(C)=CC=3)(=O)=O)C=2)CCN1.C(NCC1C=CC=CN=1)C.[CH2:36]([N:38]([CH2:65][C:66]1[CH:71]=[CH:70][CH:69]=[CH:68][N:67]=1)[C:39](=[O:64])[CH2:40][N:41]([S:49]([C:52]1[CH:61]=[C:60]2[C:55]([CH2:56][CH2:57][N:58](C=O)[CH2:59]2)=[CH:54][CH:53]=1)(=[O:51])=[O:50])[C:42]1[CH:47]=[CH:46][C:45]([CH3:48])=[CH:44][CH:43]=1)[CH3:37]. The catalyst class is: 106. (6) Reactant: [C:1]1([N:7]2[CH2:12][CH2:11][NH:10][CH2:9][CH2:8]2)[CH:6]=[CH:5][CH:4]=[CH:3][CH:2]=1.[C:13]([O:17][C:18]([C@H:20]1[CH2:27][C:24]2([CH2:26][CH2:25]2)[CH2:23][NH:22][C@@H:21]1[C:28](O)=[O:29])=[O:19])([CH3:16])([CH3:15])[CH3:14].F[P-](F)(F)(F)(F)F.N1(O[P+](N(C)C)(N(C)C)N(C)C)C2C=CC=CC=2N=N1.CN1CCOCC1. Product: [C:1]1([N:7]2[CH2:12][CH2:11][N:10]([C:28]([C@@H:21]3[C@@H:20]([C:18]([O:17][C:13]([CH3:16])([CH3:15])[CH3:14])=[O:19])[CH2:27][C:24]4([CH2:25][CH2:26]4)[CH2:23][NH:22]3)=[O:29])[CH2:9][CH2:8]2)[CH:6]=[CH:5][CH:4]=[CH:3][CH:2]=1. The catalyst class is: 634. (7) Reactant: C([N:8]1[CH2:12][CH2:11][C@@H:10]([N:13]2[CH2:17][CH2:16][CH2:15][CH2:14]2)[CH2:9]1)C1C=CC=CC=1. Product: [N:13]1([C@@H:10]2[CH2:11][CH2:12][NH:8][CH2:9]2)[CH2:17][CH2:16][CH2:15][CH2:14]1. The catalyst class is: 105. (8) Reactant: [CH2:1]([NH2:4])[CH2:2][CH3:3].[Cl:5][C:6]1[CH:11]=[CH:10][CH:9]=[CH:8][C:7]=1[CH2:12][N:13]1[C:18](=[O:19])[C:17]([C:20]([NH:22][CH2:23][C:24]([O:26]CC)=[O:25])=[O:21])=[C:16]([OH:29])[C:15]([C:30](OC)=[O:31])=[C:14]1[OH:34]. Product: [Cl:5][C:6]1[CH:11]=[CH:10][CH:9]=[CH:8][C:7]=1[CH2:12][N:13]1[C:14]([OH:34])=[C:15]([C:30]([NH:4][CH2:1][CH2:2][CH3:3])=[O:31])[C:16]([OH:29])=[C:17]([C:20]([NH:22][CH2:23][C:24]([OH:26])=[O:25])=[O:21])[C:18]1=[O:19]. The catalyst class is: 22.